Dataset: Retrosynthesis with 50K atom-mapped reactions and 10 reaction types from USPTO. Task: Predict the reactants needed to synthesize the given product. (1) Given the product C=CCOC(=O)c1cc(N)ccc1F, predict the reactants needed to synthesize it. The reactants are: C=CCOC(=O)c1cc([N+](=O)[O-])ccc1F. (2) Given the product COc1ccc(F)c(C=O)c1O, predict the reactants needed to synthesize it. The reactants are: COc1ccc(F)c(C=O)c1OC. (3) Given the product Cc1ccc2c(N3CCN(CCc4cccc(NC(=O)C5CNC(=O)N5)c4)CC3)cccc2n1, predict the reactants needed to synthesize it. The reactants are: Cc1ccc2c(N3CCN(CCc4cccc(N)c4)CC3)cccc2n1.O=C1NCC(C(=O)O)N1. (4) Given the product CO[C@@]1(c2ccc(Cl)c(Cc3ccc(OCc4ccccc4)cc3)c2)OC(CO)(CO)[C@@H](OCc2ccccc2)[C@H](OCc2ccccc2)[C@H]1OCc1ccccc1, predict the reactants needed to synthesize it. The reactants are: CO[C@@]1(c2ccc(Cl)c(Cc3ccc(OCc4ccccc4)cc3)c2)O[C@](C=O)(CO)[C@@H](OCc2ccccc2)[C@H](OCc2ccccc2)[C@H]1OCc1ccccc1. (5) Given the product CCC[C@H]1C[C@H](NCC)c2cc(S(N)(=O)=O)sc2S1(=O)=O, predict the reactants needed to synthesize it. The reactants are: CCCC1CC(NC(C)=O)c2cc(S(N)(=O)=O)sc2S1(=O)=O. (6) Given the product O=C(O)c1cc(C(F)(F)F)cc(N2CCCC2=O)c1F, predict the reactants needed to synthesize it. The reactants are: COC(=O)c1cc(C(F)(F)F)cc(N2CCCC2=O)c1F. (7) The reactants are: CN(CCN1CCOCC1)C(=O)c1cccc(C(=O)Cl)c1.Nc1ccc(N2CCCCC2)cc1C(=O)Nc1nc(-c2cccc(C(F)(F)F)c2)cs1. Given the product CN(CCN1CCOCC1)C(=O)c1cccc(C(=O)Nc2ccc(N3CCCCC3)cc2C(=O)Nc2nc(-c3cccc(C(F)(F)F)c3)cs2)c1, predict the reactants needed to synthesize it. (8) Given the product Brc1cncc(C2COC2)c1, predict the reactants needed to synthesize it. The reactants are: IC1COC1.OB(O)c1cncc(Br)c1. (9) Given the product Cc1cc(CNS(=O)(=O)c2ccc(Br)s2)cc(C)n1, predict the reactants needed to synthesize it. The reactants are: Cc1cc(CN)cc(C)n1.O=S(=O)(Cl)c1ccc(Br)s1.